From a dataset of Full USPTO retrosynthesis dataset with 1.9M reactions from patents (1976-2016). Predict the reactants needed to synthesize the given product. Given the product [CH:1]1([CH2:7][CH2:8][CH:9]2[O:13][C:12](=[O:14])[C:11]([CH:16]([C:17]3[CH:22]=[CH:21][CH:20]=[CH:19][CH:18]=3)[C:30]3[NH:31][C:32]4[C:28]([C:29]=3[CH2:34][CH2:35][NH:36][C:37](=[O:39])[CH3:38])=[CH:27][CH:26]=[C:25]([F:24])[CH:33]=4)=[C:10]2[OH:15])[CH2:6][CH2:5][CH2:4][CH2:3][CH2:2]1, predict the reactants needed to synthesize it. The reactants are: [CH:1]1([CH2:7][CH2:8][CH:9]2[O:13][C:12](=[O:14])[CH:11]=[C:10]2[OH:15])[CH2:6][CH2:5][CH2:4][CH2:3][CH2:2]1.[CH:16](=O)[C:17]1[CH:22]=[CH:21][CH:20]=[CH:19][CH:18]=1.[F:24][C:25]1[CH:33]=[C:32]2[C:28]([C:29]([CH2:34][CH2:35][NH:36][C:37](=[O:39])[CH3:38])=[CH:30][NH:31]2)=[CH:27][CH:26]=1.